This data is from Catalyst prediction with 721,799 reactions and 888 catalyst types from USPTO. The task is: Predict which catalyst facilitates the given reaction. Reactant: [CH3:1][C:2]1[N:6]=[C:5]([C:7]2[CH:12]=[CH:11][C:10]([CH2:13][C:14]([C:16]3[CH:21]=[CH:20][CH:19]=[CH:18][CH:17]=3)=[O:15])=[CH:9][CH:8]=2)[O:4][N:3]=1.[H-].[Na+].[CH2:24](Br)[CH:25]=[CH:26][C:27]1[CH:32]=[CH:31][CH:30]=[CH:29][CH:28]=1. Product: [CH3:1][C:2]1[N:6]=[C:5]([C:7]2[CH:8]=[CH:9][C:10]([CH:13]([CH2:24]/[CH:25]=[CH:26]/[C:27]3[CH:32]=[CH:31][CH:30]=[CH:29][CH:28]=3)[C:14]([C:16]3[CH:21]=[CH:20][CH:19]=[CH:18][CH:17]=3)=[O:15])=[CH:11][CH:12]=2)[O:4][N:3]=1. The catalyst class is: 3.